This data is from Reaction yield outcomes from USPTO patents with 853,638 reactions. The task is: Predict the reaction yield, written as a fraction of the theoretical maximum amount of product (1.0 means a 100% yield; for example, 0.34 means a 34% yield). (1) The reactants are C1(P(C2C=CC=CC=2)C2C=CC=CC=2)C=CC=CC=1.BrN1C(=O)CCC1=O.[Br:28][C:29]1[CH:30]=[C:31]([CH:39]([CH2:43][CH:44]2[CH2:48][CH2:47][CH2:46][CH2:45]2)[C:40]([OH:42])=O)[CH:32]=[CH:33][C:34]=1[S:35]([CH3:38])(=[O:37])=[O:36].[NH2:49][C:50]1[CH:55]=[CH:54][C:53]([Br:56])=[CH:52][N:51]=1. The catalyst is C(Cl)Cl. The product is [Br:28][C:29]1[CH:30]=[C:31]([CH:39]([CH2:43][CH:44]2[CH2:48][CH2:47][CH2:46][CH2:45]2)[C:40]([NH:49][C:50]2[CH:55]=[CH:54][C:53]([Br:56])=[CH:52][N:51]=2)=[O:42])[CH:32]=[CH:33][C:34]=1[S:35]([CH3:38])(=[O:36])=[O:37]. The yield is 0.580. (2) The reactants are Cl[CH2:2][CH2:3][CH2:4][C:5]([C:11]1[CH:16]=[CH:15][C:14]([O:17][CH3:18])=[C:13]([O:19][CH3:20])[CH:12]=1)([CH:8]([CH3:10])[CH3:9])[C:6]#[N:7].C(=O)([O-])[O-].[K+].[K+].[CH2:27]([NH:29][CH2:30][CH3:31])[CH3:28].[I-].[Na+]. The catalyst is CN(C)C=O. The product is [CH3:20][O:19][C:13]1[CH:12]=[C:11]([C:5]([CH:8]([CH3:10])[CH3:9])([CH2:4][CH2:3][CH2:2][N:29]([CH2:30][CH3:31])[CH2:27][CH3:28])[C:6]#[N:7])[CH:16]=[CH:15][C:14]=1[O:17][CH3:18]. The yield is 0.960. (3) The reactants are [CH2:1]([N:3]1[CH:7]=[C:6]([C:8]2[CH:13]=[CH:12][N:11]=[C:10]3[NH:14][C:15]([C:17]4[CH:22]=[CH:21][C:20]([CH2:23][N:24]5[CH2:29][CH2:28][O:27][CH2:26][CH2:25]5)=[CH:19][CH:18]=4)=[CH:16][C:9]=23)[C:5]([C:30]2[CH:36]=[CH:35][C:33]([NH2:34])=[CH:32][CH:31]=2)=[N:4]1)[CH3:2].C(N(CC)CC)C.Cl[C:45](OC(C)=C)=[O:46].[NH:51]1[CH2:56][CH2:55][S:54](=[O:58])(=[O:57])[CH2:53][CH2:52]1. The catalyst is C1COCC1. The product is [CH2:1]([N:3]1[CH:7]=[C:6]([C:8]2[CH:13]=[CH:12][N:11]=[C:10]3[NH:14][C:15]([C:17]4[CH:18]=[CH:19][C:20]([CH2:23][N:24]5[CH2:25][CH2:26][O:27][CH2:28][CH2:29]5)=[CH:21][CH:22]=4)=[CH:16][C:9]=23)[C:5]([C:30]2[CH:31]=[CH:32][C:33]([NH:34][C:45]([N:51]3[CH2:56][CH2:55][S:54](=[O:58])(=[O:57])[CH2:53][CH2:52]3)=[O:46])=[CH:35][CH:36]=2)=[N:4]1)[CH3:2]. The yield is 0.300. (4) The reactants are [C:1]([O:5][C:6](=[O:19])[CH2:7]/[N:8]=[CH:9]/[CH2:10][C:11]([CH3:18])([CH3:17])[CH2:12][CH2:13][N:14]=[N+:15]=[N-:16])([CH3:4])([CH3:3])[CH3:2].[Cl:20][C:21]1[C:22]([F:39])=[C:23](/[CH:27]=[C:28](/[C:31]2[CH:36]=[CH:35][C:34]([Cl:37])=[CH:33][C:32]=2[F:38])\[C:29]#[N:30])[CH:24]=[CH:25][CH:26]=1.C(N(CC)CC)C.C1CCN2C(=NCCC2)CC1. The catalyst is ClCCl.C(O)(C)(C)C. The product is [C:1]([O:5][C:6]([CH:7]1[CH:27]([C:23]2[CH:24]=[CH:25][CH:26]=[C:21]([Cl:20])[C:22]=2[F:39])[C:28]([C:31]2[CH:36]=[CH:35][C:34]([Cl:37])=[CH:33][C:32]=2[F:38])([C:29]#[N:30])[CH:9]([CH2:10][C:11]([CH3:18])([CH3:17])[CH2:12][CH2:13][N:14]=[N+:15]=[N-:16])[NH:8]1)=[O:19])([CH3:4])([CH3:2])[CH3:3]. The yield is 0.360. (5) The reactants are [CH3:1][O:2][C:3]1[CH:4]=[C:5]([C:9]([CH3:19])([CH3:18])[CH2:10][CH:11]([OH:17])[C:12]([O:14][CH2:15][CH3:16])=[O:13])[CH:6]=[CH:7][CH:8]=1.CS(C)=O.C(N(CC)CC)C. The catalyst is ClCCl. The product is [CH2:15]([O:14][C:12](=[O:13])[C:11](=[O:17])[CH2:10][C:9]([C:5]1[CH:6]=[CH:7][CH:8]=[C:3]([O:2][CH3:1])[CH:4]=1)([CH3:19])[CH3:18])[CH3:16]. The yield is 0.753. (6) The reactants are [Cl:1][C:2]1[CH:3]=[C:4]2[CH:10]=[CH:9][NH:8][C:5]2=[N:6][CH:7]=1.Cl.[CH3:12][NH:13][CH3:14].[CH2:15]=O. The catalyst is C(O)(C)C. The product is [Cl:1][C:2]1[CH:3]=[C:4]2[C:10]([CH2:12][N:13]([CH3:15])[CH3:14])=[CH:9][NH:8][C:5]2=[N:6][CH:7]=1. The yield is 0.910. (7) The reactants are [I:1][C:2]1[CH:3]=[C:4]([CH:8]([NH:10][O:11][CH3:12])[CH3:9])[CH:5]=[CH:6][CH:7]=1.C(N(CC)CC)C.[F:20][CH:21]([F:31])[C:22]1[C:26]([C:27](Cl)=[O:28])=[CH:25][N:24]([CH3:30])[N:23]=1. The catalyst is ClCCl.O. The product is [I:1][C:2]1[CH:3]=[C:4]([CH:8]([N:10]([O:11][CH3:12])[C:27]([C:26]2[C:22]([CH:21]([F:31])[F:20])=[N:23][N:24]([CH3:30])[CH:25]=2)=[O:28])[CH3:9])[CH:5]=[CH:6][CH:7]=1. The yield is 0.600. (8) The reactants are [CH:1]([S:4][C:5]1[CH:13]=[CH:12][C:11]([S:14]([CH3:17])(=[O:16])=[O:15])=[CH:10][C:6]=1[C:7]([OH:9])=O)([CH3:3])[CH3:2].CN(C(ON1N=NC2C=CC=CC1=2)=[N+](C)C)C.[B-](F)(F)(F)F.C(N(C(C)C)C(C)C)C.[F:49][C:50]1[C:51]([N:60]2[CH2:65][CH2:64][NH:63][CH2:62][CH2:61]2)=[N:52][CH:53]=[C:54]([C:56]([F:59])([F:58])[F:57])[CH:55]=1. The catalyst is O1CCCC1.C(OCC)(=O)C.CCCCCCC. The product is [F:49][C:50]1[C:51]([N:60]2[CH2:65][CH2:64][N:63]([C:7]([C:6]3[CH:10]=[C:11]([S:14]([CH3:17])(=[O:16])=[O:15])[CH:12]=[CH:13][C:5]=3[S:4][CH:1]([CH3:2])[CH3:3])=[O:9])[CH2:62][CH2:61]2)=[N:52][CH:53]=[C:54]([C:56]([F:57])([F:58])[F:59])[CH:55]=1. The yield is 0.560. (9) The reactants are [Cl:1][C:2]1[CH:8]=[C:7]([F:9])[C:6]([F:10])=[CH:5][C:3]=1[NH2:4].[C:11](OC(=O)C)(=[O:13])[CH3:12]. No catalyst specified. The product is [Cl:1][C:2]1[CH:8]=[C:7]([F:9])[C:6]([F:10])=[CH:5][C:3]=1[NH:4][C:11](=[O:13])[CH3:12]. The yield is 0.790.